Dataset: Full USPTO retrosynthesis dataset with 1.9M reactions from patents (1976-2016). Task: Predict the reactants needed to synthesize the given product. (1) Given the product [CH3:4][C:2]([O:5][C:6](=[O:17])[NH:7][CH2:8][CH2:9][CH2:10][C:11]([C:23]1[N:19]([CH3:18])[N:20]=[CH:21][N:22]=1)=[O:12])([CH3:1])[CH3:3], predict the reactants needed to synthesize it. The reactants are: [CH3:1][C:2]([O:5][C:6](=[O:17])[NH:7][CH2:8][CH2:9][CH2:10][C:11](NCOC)=[O:12])([CH3:4])[CH3:3].[CH3:18][N:19]1[CH:23]=[N:22][CH:21]=[N:20]1. (2) The reactants are: [C:1]([O:5][C:6]([NH:8][C@H:9]1[CH2:18][CH2:17][C:16]2[CH:15]=[C:14]([C:19](O)=[O:20])[CH:13]=[CH:12][C:11]=2[CH2:10]1)=[O:7])([CH3:4])([CH3:3])[CH3:2].[NH:22]1[CH2:26][CH2:25][CH2:24][CH2:23]1. Given the product [C:1]([O:5][C:6](=[O:7])[NH:8][C@H:9]1[CH2:18][CH2:17][C:16]2[C:11](=[CH:12][CH:13]=[C:14]([C:19]([N:22]3[CH2:26][CH2:25][CH2:24][CH2:23]3)=[O:20])[CH:15]=2)[CH2:10]1)([CH3:2])([CH3:3])[CH3:4], predict the reactants needed to synthesize it. (3) Given the product [Cl:1][C:2]1[CH:7]=[CH:6][C:5]([S:8]([CH2:15][C:14]2[C:13]([F:12])=[CH:20][CH:19]=[CH:18][C:17]=2[F:21])(=[O:10])=[O:9])=[CH:4][CH:3]=1, predict the reactants needed to synthesize it. The reactants are: [Cl:1][C:2]1[CH:7]=[CH:6][C:5]([S:8]([O-:10])=[O:9])=[CH:4][CH:3]=1.[Na+].[F:12][C:13]1[CH:20]=[CH:19][CH:18]=[C:17]([F:21])[C:14]=1[CH2:15]Br. (4) Given the product [NH2:8][C:6]1[N:7]=[C:2]([C:27]2[CH:26]=[CH:25][C:22]([C:23]#[N:24])=[C:21]([F:20])[CH:28]=2)[CH:3]=[C:4]([NH:9][C:10]2([CH2:13][C:14]3[CH:19]=[CH:18][CH:17]=[CH:16][CH:15]=3)[CH2:12][CH2:11]2)[N:5]=1, predict the reactants needed to synthesize it. The reactants are: Cl[C:2]1[N:7]=[C:6]([NH2:8])[N:5]=[C:4]([NH:9][C:10]2([CH2:13][C:14]3[CH:19]=[CH:18][CH:17]=[CH:16][CH:15]=3)[CH2:12][CH2:11]2)[CH:3]=1.[F:20][C:21]1[CH:28]=[C:27](B2OC(C)(C)C(C)(C)O2)[CH:26]=[CH:25][C:22]=1[C:23]#[N:24].C([O-])([O-])=O.[Na+].[Na+].